From a dataset of Forward reaction prediction with 1.9M reactions from USPTO patents (1976-2016). Predict the product of the given reaction. (1) Given the reactants [Cl:1][C:2]1[N:7]=[C:6]([O:8][C:9]2[CH:14]=[CH:13][C:12]([CH2:15][CH2:16][CH3:17])=[CH:11][C:10]=2[O:18]C)[C:5]([NH2:20])=[CH:4][CH:3]=1.B(Br)(Br)Br.[NH4+].[Cl-], predict the reaction product. The product is: [NH2:20][C:5]1[C:6]([O:8][C:9]2[CH:14]=[CH:13][C:12]([CH2:15][CH2:16][CH3:17])=[CH:11][C:10]=2[OH:18])=[N:7][C:2]([Cl:1])=[CH:3][CH:4]=1. (2) The product is: [N:3]1[CH:4]=[CH:5][CH:6]=[N:7][C:2]=1[C:20]1([OH:23])[CH2:21][CH2:22][C:17]2([O:16][CH2:15][CH2:14][O:13]2)[CH2:18][CH2:19]1. Given the reactants [SnH3][C:2]1[N:7]=[CH:6][CH:5]=[CH:4][N:3]=1.C([Li])CCC.[O:13]1[C:17]2([CH2:22][CH2:21][C:20](=[O:23])[CH2:19][CH2:18]2)[O:16][CH2:15][CH2:14]1, predict the reaction product. (3) Given the reactants [CH3:1][O:2][C:3]1[CH:8]=[CH:7][C:6]([O:9][CH3:10])=[CH:5][C:4]=1[S:11][C:12]1[NH:13][C:14]2[C:19]([N:20]=1)=[C:18]([NH2:21])[N:17]=[CH:16][N:15]=2.[N:22]([CH2:25][CH2:26][CH2:27]Cl)([CH3:24])[CH3:23].Cl.C([O-])([O-])=O.[Cs+].[Cs+].CO.C(Cl)Cl, predict the reaction product. The product is: [CH3:1][O:2][C:3]1[CH:8]=[CH:7][C:6]([O:9][CH3:10])=[CH:5][C:4]=1[S:11][C:12]1[N:13]([CH2:27][CH2:26][CH2:25][N:22]([CH3:24])[CH3:23])[C:14]2[C:19]([N:20]=1)=[C:18]([NH2:21])[N:17]=[CH:16][N:15]=2. (4) Given the reactants [CH3:1][O:2][C:3]1[CH:13]=[CH:12][C:11]([N+:14]([O-])=O)=[CH:10][C:4]=1[CH2:5][NH:6][C:7](=[O:9])[CH3:8].[H][H], predict the reaction product. The product is: [C:7]([NH:6][CH2:5][C:4]1[CH:10]=[C:11]([CH:12]=[CH:13][C:3]=1[O:2][CH3:1])[NH2:14])(=[O:9])[CH3:8]. (5) The product is: [Cl-:1].[Cl:1][C:2]1[CH:7]=[CH:6][C:5]([NH:8][C:9]([NH:11][C:12]2[CH:40]=[CH:39][C:15]([O:16][C:17]3[CH:18]=[C:19]4[C:24](=[CH:25][CH:26]=3)[N:23]=[CH:22][N:21]([CH2:27][CH2:28][CH2:29][NH3+:30])[C:20]4=[O:38])=[CH:14][CH:13]=2)=[O:10])=[CH:4][C:3]=1[C:41]([F:43])([F:42])[F:44]. Given the reactants [Cl:1][C:2]1[CH:7]=[CH:6][C:5]([NH:8][C:9]([NH:11][C:12]2[CH:40]=[CH:39][C:15]([O:16][C:17]3[CH:18]=[C:19]4[C:24](=[CH:25][CH:26]=3)[N:23]=[CH:22][N:21]([CH2:27][CH2:28][CH2:29][NH:30]C(=O)OC(C)(C)C)[C:20]4=[O:38])=[CH:14][CH:13]=2)=[O:10])=[CH:4][C:3]=1[C:41]([F:44])([F:43])[F:42], predict the reaction product. (6) Given the reactants [C:1]([O:5][CH:6]([C:11]1[C:12]([C:21]2[CH:22]=[C:23]3[C:28](=[CH:29][CH:30]=2)[O:27][CH2:26][CH2:25][CH2:24]3)=[C:13]2[CH:20]=[CH:19][NH:18][C:14]2=[N:15][C:16]=1[CH3:17])[C:7]([O:9]C)=[O:8])([CH3:4])([CH3:3])[CH3:2].Br[CH2:32][CH:33]1[CH2:38][CH2:37][N:36]([C:39]([O:41][C:42]([CH3:45])([CH3:44])[CH3:43])=[O:40])[CH2:35][CH2:34]1, predict the reaction product. The product is: [C:1]([O:5][CH:6]([C:11]1[C:12]([C:21]2[CH:22]=[C:23]3[C:28](=[CH:29][CH:30]=2)[O:27][CH2:26][CH2:25][CH2:24]3)=[C:13]2[CH:20]=[CH:19][N:18]([CH2:32][CH:33]3[CH2:38][CH2:37][N:36]([C:39]([O:41][C:42]([CH3:43])([CH3:45])[CH3:44])=[O:40])[CH2:35][CH2:34]3)[C:14]2=[N:15][C:16]=1[CH3:17])[C:7]([OH:9])=[O:8])([CH3:2])([CH3:3])[CH3:4]. (7) Given the reactants [C:1]([O:5][C:6]([N:8]1[CH2:13][C@H:12]([O:14][CH2:15][C:16]2[CH:25]=[C:24]([O:26][CH3:27])[C:23]3[C:18](=[CH:19][CH:20]=[CH:21][CH:22]=3)[CH:17]=2)[C@@H:11]([C:28]2[CH:33]=[CH:32][C:31]([O:34][CH2:35][CH2:36][CH2:37][O:38][CH2:39][C:40]3[CH:45]=[CH:44][CH:43]=[CH:42][C:41]=3[O:46][CH3:47])=[CH:30][CH:29]=2)[C@H:10]([CH2:48][O:49][CH2:50][C@H:51](O)[CH2:52][O:53]S(C2C=CC(C)=CC=2)(=O)=O)[CH2:9]1)=[O:7])([CH3:4])([CH3:3])[CH3:2].[OH-].[Na+], predict the reaction product. The product is: [C:1]([O:5][C:6]([N:8]1[CH2:9][C@@H:10]([CH2:48][O:49][CH2:50][C@H:51]2[CH2:52][O:53]2)[C@H:11]([C:28]2[CH:33]=[CH:32][C:31]([O:34][CH2:35][CH2:36][CH2:37][O:38][CH2:39][C:40]3[CH:45]=[CH:44][CH:43]=[CH:42][C:41]=3[O:46][CH3:47])=[CH:30][CH:29]=2)[C@@H:12]([O:14][CH2:15][C:16]2[CH:25]=[C:24]([O:26][CH3:27])[C:23]3[C:18](=[CH:19][CH:20]=[CH:21][CH:22]=3)[CH:17]=2)[CH2:13]1)=[O:7])([CH3:3])([CH3:2])[CH3:4]. (8) The product is: [Cl:21][C:16]1[CH:17]=[CH:18][CH:19]=[CH:20][C:15]=1[O:14][CH:11]1[CH2:10][CH2:9][N:8]([C:6](=[O:7])[CH2:5][C:4]([OH:22])=[O:3])[CH2:13][CH2:12]1. Given the reactants C([O:3][C:4](=[O:22])[CH2:5][C:6]([N:8]1[CH2:13][CH2:12][CH:11]([O:14][C:15]2[CH:20]=[CH:19][CH:18]=[CH:17][C:16]=2[Cl:21])[CH2:10][CH2:9]1)=[O:7])C.CO.O.O[Li].O, predict the reaction product. (9) Given the reactants [CH3:1][C:2]([CH3:5])([O-])[CH3:3].[K+].[S:7]1[CH:11]=[CH:10][CH:9]=[C:8]1[C:12]1[NH:13][C:14](=[O:26])[C:15]2[C:19]=1[C:18](=[O:20])[NH:17][C:16]=2[C:21]1[S:22][CH:23]=[CH:24][CH:25]=1.I[CH2:28][CH:29]([CH2:38][CH2:39][CH2:40][CH2:41][CH2:42][CH2:43][CH2:44][CH2:45][CH2:46][CH3:47])[CH2:30][CH2:31][CH2:32][CH2:33][CH2:34][CH2:35][CH2:36][CH3:37].O, predict the reaction product. The product is: [CH2:1]([CH:2]([CH2:5][CH2:40][CH2:39][CH2:38][CH2:29][CH2:30][CH2:31][CH2:32][CH2:33][CH3:34])[CH2:3][N:13]1[C:12]([C:8]2[S:7][CH:11]=[CH:10][CH:9]=2)=[C:19]2[C:15](=[C:16]([C:21]3[S:22][CH:23]=[CH:24][CH:25]=3)[N:17]([CH2:28][CH:29]([CH2:30][CH2:31][CH2:32][CH2:33][CH2:34][CH2:35][CH2:36][CH3:37])[CH2:38][CH2:39][CH2:40][CH2:41][CH2:42][CH2:43][CH2:44][CH2:45][CH2:46][CH3:47])[C:18]2=[O:20])[C:14]1=[O:26])[CH2:41][CH2:42][CH2:43][CH2:44][CH2:45][CH2:46][CH3:47].